Dataset: Forward reaction prediction with 1.9M reactions from USPTO patents (1976-2016). Task: Predict the product of the given reaction. (1) Given the reactants [CH2:1]([N:8]1[C:12](=[O:13])[CH2:11][CH2:10][C@@H:9]1[C:14]([NH:16][CH:17]([CH2:25][C:26]1[CH:31]=[CH:30][CH:29]=[CH:28][CH:27]=1)[CH:18]([OH:24])[C:19]([O:21]CC)=[O:20])=[O:15])[C:2]1[CH:7]=[CH:6][CH:5]=[CH:4][CH:3]=1.[OH-].[Na+].O, predict the reaction product. The product is: [CH2:1]([N:8]1[C:12](=[O:13])[CH2:11][CH2:10][C@@H:9]1[C:14]([NH:16][CH:17]([CH2:25][C:26]1[CH:31]=[CH:30][CH:29]=[CH:28][CH:27]=1)[CH:18]([OH:24])[C:19]([OH:21])=[O:20])=[O:15])[C:2]1[CH:7]=[CH:6][CH:5]=[CH:4][CH:3]=1. (2) Given the reactants [NH2:1][CH:2]([C:4]([OH:6])=[O:5])[CH3:3].[C:7](O)(=[O:9])[CH3:8].C(OC(=O)C)(=O)C, predict the reaction product. The product is: [C:7]([NH:1][C@H:2]([C:4]([OH:6])=[O:5])[CH3:3])(=[O:9])[CH3:8]. (3) Given the reactants [O:1]1[C:5]([C:6]2[CH:29]=[CH:28][C:9]3[N:10]([C:13]4[CH:14]=[C:15]([NH:24]C(=O)C)[CH:16]=[C:17]([N:19]5[CH:23]=[CH:22][CH:21]=[CH:20]5)[CH:18]=4)[CH:11]=[N:12][C:8]=3[CH:7]=2)=[CH:4][N:3]=[CH:2]1.[CH:30]1([S:33](Cl)(=[O:35])=[O:34])[CH2:32][CH2:31]1, predict the reaction product. The product is: [O:1]1[C:5]([C:6]2[CH:29]=[CH:28][C:9]3[N:10]([C:13]4[CH:14]=[C:15]([NH:24][S:33]([CH:30]5[CH2:32][CH2:31]5)(=[O:35])=[O:34])[CH:16]=[C:17]([N:19]5[CH:20]=[CH:21][CH:22]=[CH:23]5)[CH:18]=4)[CH:11]=[N:12][C:8]=3[CH:7]=2)=[CH:4][N:3]=[CH:2]1. (4) The product is: [Br:1][C:2]1[CH:7]=[CH:6][C:5](/[C:8](=[N:22]\[O:23][CH2:24][CH3:25])/[CH:9]2[CH2:10][CH2:11][N:12]([C:15]3([CH3:21])[CH2:20][CH2:19][N:18]([C:37]([C:31]4[C:30]5[C:35](=[CH:36][C:27]([CH3:26])=[CH:28][CH:29]=5)[N:34]=[CH:33][CH:32]=4)=[O:38])[CH2:17][CH2:16]3)[CH2:13][CH2:14]2)=[CH:4][CH:3]=1. Given the reactants [Br:1][C:2]1[CH:7]=[CH:6][C:5](/[C:8](=[N:22]\[O:23][CH2:24][CH3:25])/[CH:9]2[CH2:14][CH2:13][N:12]([C:15]3([CH3:21])[CH2:20][CH2:19][NH:18][CH2:17][CH2:16]3)[CH2:11][CH2:10]2)=[CH:4][CH:3]=1.[CH3:26][C:27]1[CH:36]=[C:35]2[C:30]([C:31]([C:37](O)=[O:38])=[CH:32][CH:33]=[N:34]2)=[CH:29][CH:28]=1.CCN(CC)CC.CN(C(ON1N=NC2C=CC=NC1=2)=[N+](C)C)C.F[P-](F)(F)(F)(F)F, predict the reaction product.